Dataset: Blood-brain barrier permeability classification from the B3DB database. Task: Regression/Classification. Given a drug SMILES string, predict its absorption, distribution, metabolism, or excretion properties. Task type varies by dataset: regression for continuous measurements (e.g., permeability, clearance, half-life) or binary classification for categorical outcomes (e.g., BBB penetration, CYP inhibition). Dataset: b3db_classification. (1) The molecule is C=C1c2c(Cl)ccc(O)c2C(O)=C2C(=O)[C@]3(O)C(O)=C(C(N)=O)C(=O)[C@@H](N(C)C)[C@@H]3[C@@H](O)[C@H]12. The result is 0 (does not penetrate BBB). (2) The molecule is COc1ccc(C(=O)Nc2ccccc2C(C)CN2CCCCC2)cc1. The result is 0 (does not penetrate BBB). (3) The result is 0 (does not penetrate BBB). The compound is Cc1c2oc3c(C)ccc(C(=O)N[C@@H]4C(=O)N[C@H](C(C)C)C(=O)N5CCC[C@H]5C(=O)N(C)CC(=O)N(C)[C@@H](C(C)C)C(=O)O[C@@H]4C)c3nc-2c(C(=O)N[C@@H]2C(=O)N[C@H](C(C)C)C(=O)N3CCC[C@H]3C(=O)N(C)CC(=O)N(C)[C@@H](C(C)C)C(=O)O[C@@H]2C)c(N)c1=O.